From a dataset of Catalyst prediction with 721,799 reactions and 888 catalyst types from USPTO. Predict which catalyst facilitates the given reaction. (1) Reactant: OC1C=CC([C:8]2[NH:9][C:10](=[O:22])[C:11]3[C:16]([CH:17]=2)=[CH:15][C:14](OC)=[CH:13][C:12]=3OC)=CC=1.C([Li])CCC. Product: [CH:10]1[C:11]2[C:16](=[CH:15][CH:14]=[CH:13][CH:12]=2)[CH:17]=[CH:8][N:9]=1.[NH:9]1[C:8]2[C:13](=[CH:14][CH:15]=[CH:16][CH:17]=2)[CH:12]=[CH:11][C:10]1=[O:22]. The catalyst class is: 1. (2) Reactant: [F:1][C:2]1[CH:7]=[C:6]([S:8][CH3:9])[CH:5]=[CH:4][C:3]=1[NH:10][C:11]1[C:12]([C:19]([O:21]C)=O)=[N:13][N:14]([CH3:18])[C:15](=[O:17])[CH:16]=1.[CH:23]([O:25][CH2:26][CH2:27][O:28][NH2:29])=[CH2:24].[Li+].C[Si]([N-][Si](C)(C)C)(C)C. Product: [F:1][C:2]1[CH:7]=[C:6]([S:8][CH3:9])[CH:5]=[CH:4][C:3]=1[NH:10][C:11]1[C:12]([C:19]([NH:29][O:28][CH2:27][CH2:26][O:25][CH:23]=[CH2:24])=[O:21])=[N:13][N:14]([CH3:18])[C:15](=[O:17])[CH:16]=1. The catalyst class is: 1. (3) Reactant: [C:1]([CH:3]1[CH2:8][CH2:7][N:6]([C:9]([C@H:11]([NH:16][C:17]([C:19]2[C:27]3[C:22](=[N:23][CH:24]=[C:25](Br)[N:26]=3)[N:21]([CH2:29][O:30][CH2:31][CH2:32][Si:33]([CH3:36])([CH3:35])[CH3:34])[CH:20]=2)=[O:18])[C:12]([CH3:15])([CH3:14])[CH3:13])=[O:10])[CH2:5][CH2:4]1)#[N:2].[Cl:37][C:38]1[CH:39]=[C:40]2[C:44](=[CH:45][CH:46]=1)[N:43]([CH3:47])[N:42]=[C:41]2[Sn](CCCC)(CCCC)CCCC. Product: [C:1]([CH:3]1[CH2:8][CH2:7][N:6]([C:9]([C@H:11]([NH:16][C:17]([C:19]2[C:27]3[C:22](=[N:23][CH:24]=[C:25]([C:41]4[C:40]5[C:44](=[CH:45][CH:46]=[C:38]([Cl:37])[CH:39]=5)[N:43]([CH3:47])[N:42]=4)[N:26]=3)[N:21]([CH2:29][O:30][CH2:31][CH2:32][Si:33]([CH3:36])([CH3:35])[CH3:34])[CH:20]=2)=[O:18])[C:12]([CH3:15])([CH3:14])[CH3:13])=[O:10])[CH2:5][CH2:4]1)#[N:2]. The catalyst class is: 441. (4) The catalyst class is: 220. Product: [C:26]1([C:25]#[C:24][C:21]2[CH:20]=[N:19][C:18]([NH:17][C@H:14]3[CH2:15][CH2:16][C@H:11]([CH2:9][OH:8])[CH2:12][CH2:13]3)=[N:23][CH:22]=2)[CH:31]=[CH:30][CH:29]=[CH:28][CH:27]=1. Reactant: [H-].[H-].[H-].[H-].[Li+].[Al+3].C[O:8][C:9]([C@H:11]1[CH2:16][CH2:15][C@H:14]([NH:17][C:18]2[N:23]=[CH:22][C:21]([C:24]#[C:25][C:26]3[CH:31]=[CH:30][CH:29]=[CH:28][CH:27]=3)=[CH:20][N:19]=2)[CH2:13][CH2:12]1)=O.C([O-])(O)=O.[Na+]. (5) Product: [NH2:1][C:2]1[N:7]=[CH:6][C:5]([S:8]([NH:12][C:13]2[C:14]([F:23])=[CH:15][C:16]3[CH2:20][O:19][B:18]([OH:21])[C:17]=3[CH:22]=2)(=[O:10])=[O:9])=[CH:4][CH:3]=1. The catalyst class is: 10. Reactant: [NH2:1][C:2]1[N:7]=[CH:6][C:5]([S:8](Cl)(=[O:10])=[O:9])=[CH:4][CH:3]=1.[NH2:12][C:13]1[C:14]([F:23])=[CH:15][C:16]2[CH2:20][O:19][B:18]([OH:21])[C:17]=2[CH:22]=1.N1C=CC=CC=1. (6) Reactant: [CH2:1]([C:3]1[C:7]([O:8][C:9]2[CH:10]=[C:11]([C:17]#[N:18])[CH:12]=[C:13]([CH:16]=2)[C:14]#[N:15])=[C:6]([CH2:19][CH3:20])[N:5]([CH2:21][CH2:22][O:23][CH2:24][O:25][CH2:26][CH2:27][O:28][CH3:29])[N:4]=1)[CH3:2].C(=O)([O-])[O-].[Na+].[Na+].Cl.[NH2:37][OH:38]. The catalyst class is: 40. Product: [C:14]([C:13]1[CH:12]=[C:11]([C:17](=[N:37][OH:38])[NH2:18])[CH:10]=[C:9]([O:8][C:7]2[C:3]([CH2:1][CH3:2])=[N:4][N:5]([CH2:21][CH2:22][O:23][CH2:24][O:25][CH2:26][CH2:27][O:28][CH3:29])[C:6]=2[CH2:19][CH3:20])[CH:16]=1)#[N:15]. (7) Reactant: [C:1]([CH2:3][CH:4]([N:10]1[CH:14]=[C:13]([C:15]2[CH:20]=[CH:19][N:18]=[C:17]([NH:21][C:22]3[CH:23]=[C:24]([CH:28]=[CH:29][CH:30]=3)C(O)=O)[N:16]=2)[CH:12]=[N:11]1)[CH:5]1[CH2:9][CH2:8][CH2:7][CH2:6]1)#[N:2].C1C=CC(OP(OC2C=CC=CC=2)([N:40]=[N+]=[N-])=O)=CC=1.C(N(CC)CC)C.O. Product: [NH2:40][C:24]1[CH:23]=[C:22]([NH:21][C:17]2[N:16]=[C:15]([C:13]3[CH:12]=[N:11][N:10]([CH:4]([CH:5]4[CH2:9][CH2:8][CH2:7][CH2:6]4)[CH2:3][C:1]#[N:2])[CH:14]=3)[CH:20]=[CH:19][N:18]=2)[CH:30]=[CH:29][CH:28]=1. The catalyst class is: 12.